From a dataset of Catalyst prediction with 721,799 reactions and 888 catalyst types from USPTO. Predict which catalyst facilitates the given reaction. (1) Product: [NH:1]1[C:5]2=[N+:6]([O-:18])[CH:7]=[CH:8][CH:9]=[C:4]2[CH:3]=[CH:2]1. The catalyst class is: 57. Reactant: [NH:1]1[C:5]2=[N:6][CH:7]=[CH:8][CH:9]=[C:4]2[CH:3]=[CH:2]1.ClC1C=CC=C(C(OO)=[O:18])C=1. (2) Reactant: [CH3:1][C:2]1[CH:7]=[CH:6][C:5]([C:8]2O[C:10]([CH3:13])=[N:11][N:12]=2)=[CH:4][C:3]=1[OH:14].[CH3:15][O:16][C:17]1[CH:24]=[CH:23][C:20]([CH2:21][NH2:22])=[CH:19][CH:18]=1. Product: [CH3:15][O:16][C:17]1[CH:24]=[CH:23][C:20]([CH2:21][N:22]2[C:10]([CH3:13])=[N:11][N:12]=[C:8]2[C:5]2[CH:6]=[CH:7][C:2]([CH3:1])=[C:3]([OH:14])[CH:4]=2)=[CH:19][CH:18]=1. The catalyst class is: 4. (3) Reactant: C(P(C(C)(C)C)C(C)(C)C)(C)(C)C.Br[C:15]1[C:16]2[C:21]([C:22]([C:29]3[C:38]4[C:33](=[CH:34][CH:35]=[CH:36][CH:37]=4)[C:32]([CH3:39])=[CH:31][CH:30]=3)=[C:23]3[C:28]=1[CH:27]=[CH:26][CH:25]=[CH:24]3)=[CH:20][CH:19]=[CH:18][CH:17]=2.[C:40]1([OH:46])[CH:45]=[CH:44][CH:43]=[CH:42][CH:41]=1.P([O-])([O-])([O-])=O.[K+].[K+].[K+].Cl. Product: [CH3:39][C:32]1[C:33]2[C:38](=[CH:37][CH:36]=[CH:35][CH:34]=2)[C:29]([C:22]2[C:23]3[C:28](=[CH:27][CH:26]=[CH:25][CH:24]=3)[C:15]([O:46][C:40]3[CH:45]=[CH:44][CH:43]=[CH:42][CH:41]=3)=[C:16]3[C:21]=2[CH:20]=[CH:19][CH:18]=[CH:17]3)=[CH:30][CH:31]=1. The catalyst class is: 164. (4) Reactant: [N:1]1([CH:11]2[CH2:16][CH2:15][N:14]([C:17]([O:19][C:20]([CH3:23])([CH3:22])[CH3:21])=[O:18])[CH2:13][CH2:12]2)[C:10]2[C:5](=[CH:6][CH:7]=[CH:8][CH:9]=2)[CH2:4][CH2:3][CH2:2]1.C1C(=O)N([Br:31])C(=O)C1.O. Product: [Br:31][C:7]1[CH:6]=[C:5]2[C:10](=[CH:9][CH:8]=1)[N:1]([CH:11]1[CH2:12][CH2:13][N:14]([C:17]([O:19][C:20]([CH3:23])([CH3:22])[CH3:21])=[O:18])[CH2:15][CH2:16]1)[CH2:2][CH2:3][CH2:4]2. The catalyst class is: 3. (5) Reactant: [F:1][C:2]1[CH:3]=[C:4]([OH:11])[CH:5]=[CH:6][C:7]=1[N+:8]([O-:10])=[O:9].C(=O)([O-])[O-].[K+].[K+].Br[CH2:19][C:20]([O:22][CH3:23])=[O:21].CN(C)C=O. Product: [F:1][C:2]1[CH:3]=[C:4]([O:11][CH2:19][C:20]([O:22][CH3:23])=[O:21])[CH:5]=[CH:6][C:7]=1[N+:8]([O-:10])=[O:9]. The catalyst class is: 6. (6) Reactant: C([O-])(=O)C=C.C(O)(=O)C=C.C(O)(=O)C=C.[NH2:16][C:17]([O:19][CH2:20][CH3:21])=[O:18].C[C:23]1([CH3:37])[CH2:28][C:27](CN=C=O)(C)[CH2:26][CH:25](N=C=O)[CH2:24]1.C1CC=CC=1. Product: [CH:23]12[CH2:37][CH:26]([CH2:25][CH2:24]1)[CH:27]=[CH:28]2.[CH:23]12[CH2:37][CH:26]([CH2:25][CH2:24]1)[CH:27]=[CH:28]2.[NH2:16][C:17]([O:19][CH2:20][CH3:21])=[O:18]. The catalyst class is: 11.